Dataset: Catalyst prediction with 721,799 reactions and 888 catalyst types from USPTO. Task: Predict which catalyst facilitates the given reaction. (1) Reactant: [CH2:1]([O:8][C:9]1[C:14](=[O:15])[CH:13]=[C:12]([CH2:16]Br)[O:11][C:10]=1[C:18]([O:20][CH3:21])=[O:19])[C:2]1[CH:7]=[CH:6][CH:5]=[CH:4][CH:3]=1.[P:22]([O:27]C)([O:25][CH3:26])[O:23][CH3:24]. Product: [CH2:1]([O:8][C:9]1[C:14](=[O:15])[CH:13]=[C:12]([CH2:16][P:22]([O:25][CH3:26])([O:23][CH3:24])=[O:27])[O:11][C:10]=1[C:18]([O:20][CH3:21])=[O:19])[C:2]1[CH:7]=[CH:6][CH:5]=[CH:4][CH:3]=1. The catalyst class is: 11. (2) Reactant: C(O[N:9]1[CH:14]=[CH:13][CH:12]=[CH:11][C:10]1=[O:15])C1C=CC=CC=1.Br[C:17]1[CH:25]=[C:24]2[C:20]([C:21]3[CH2:33][N:32]4[CH:28]([CH2:29][CH2:30][CH2:31]4)[CH2:27][C:22]=3[N:23]2[CH3:26])=[CH:19][CH:18]=1.BrC1C=C2C([C:39]3[CH2:51][CH2:50][N:49]4[CH:45]([CH2:46]CC4)[C:40]=3N2C)=CC=1.[ClH:52].[CH3:53][OH:54]. Product: [ClH:52].[CH3:26][N:23]1[C:24]2[C:20](=[CH:19][CH:18]=[C:17]([N:9]3[CH:14]=[CH:13][C:12]([O:54][CH2:53][C:51]4[CH:50]=[N:49][C:45]([CH3:46])=[CH:40][CH:39]=4)=[CH:11][C:10]3=[O:15])[CH:25]=2)[C:21]2[CH2:33][N:32]3[CH:28]([CH2:27][C:22]1=2)[CH2:29][CH2:30][CH2:31]3. The catalyst class is: 28. (3) The catalyst class is: 6. Reactant: [C:1]([C:3]1[CH:8]=[N:7][C:6]([NH:9][C@H:10]2[CH2:15][CH2:14][CH2:13][N:12](C(OC(C)(C)C)=O)[CH2:11]2)=[C:5]2[S:23][C:24]([C:26]3[CH:31]=[CH:30][CH:29]=[C:28]([F:32])[CH:27]=3)=[CH:25][C:4]=12)#[N:2].[OH-:33].[Na+]. Product: [F:32][C:28]1[CH:27]=[C:26]([C:24]2[S:23][C:5]3[C:6]([NH:9][C@H:10]4[CH2:15][CH2:14][CH2:13][NH:12][CH2:11]4)=[N:7][CH:8]=[C:3]([C:1]([NH2:2])=[O:33])[C:4]=3[CH:25]=2)[CH:31]=[CH:30][CH:29]=1. (4) Reactant: [CH:1]([C:3]1[CH:10]=[CH:9][C:6]([C:7]#[N:8])=[CH:5][C:4]=1[O:11][CH3:12])=O.[NH2:13][C:14]1[CH:19]=[CH:18][NH:17][C:16](=[O:20])[CH:15]=1.O=[C:22]([CH3:31])[CH2:23][C:24]([O:26][CH2:27][CH2:28][C:29]#[N:30])=[O:25]. Product: [C:7]([C:6]1[CH:9]=[CH:10][C:3]([CH:1]2[C:15]3[C:16](=[O:20])[NH:17][CH:18]=[CH:19][C:14]=3[NH:13][C:22]([CH3:31])=[C:23]2[C:24]([O:26][CH2:27][CH2:28][C:29]#[N:30])=[O:25])=[C:4]([O:11][CH3:12])[CH:5]=1)#[N:8]. The catalyst class is: 32. (5) Reactant: [N+:1]([C:4]1[CH:9]=[CH:8][C:7]([C:10]2[CH:15]=[CH:14][CH:13]=[CH:12][C:11]=2[CH2:16][CH2:17][NH:18][S:19]([C:22]2[CH:27]=[CH:26][CH:25]=[CH:24][CH:23]=2)(=[O:21])=[O:20])=[CH:6][C:5]=1[CH2:28][NH:29][CH2:30][CH2:31][CH3:32])([O-])=O.S1C=CC=C1.O=[Si]=O. Product: [NH2:1][C:4]1[CH:9]=[CH:8][C:7]([C:10]2[CH:15]=[CH:14][CH:13]=[CH:12][C:11]=2[CH2:16][CH2:17][NH:18][S:19]([C:22]2[CH:23]=[CH:24][CH:25]=[CH:26][CH:27]=2)(=[O:21])=[O:20])=[CH:6][C:5]=1[CH2:28][NH:29][CH2:30][CH2:31][CH3:32]. The catalyst class is: 19. (6) Reactant: CC1C=CC(S(O[CH2:12][CH2:13][NH:14][C:15]2[C:16](=[O:32])[N:17]([C:28]([CH3:31])([CH3:30])[CH3:29])[S:18](=[O:27])(=[O:26])[C:19]=2[C:20]2[CH:25]=[CH:24][CH:23]=[CH:22][CH:21]=2)(=O)=O)=CC=1.[SH:33][CH:34]1[CH2:38][CH2:37][N:36]([C:39]([O:41][C:42]([CH3:45])([CH3:44])[CH3:43])=[O:40])[CH2:35]1.C(=O)([O-])[O-].[K+].[K+]. Product: [C:28]([N:17]1[C:16](=[O:32])[C:15]([NH:14][CH2:13][CH2:12][S:33][CH:34]2[CH2:38][CH2:37][N:36]([C:39]([O:41][C:42]([CH3:45])([CH3:44])[CH3:43])=[O:40])[CH2:35]2)=[C:19]([C:20]2[CH:25]=[CH:24][CH:23]=[CH:22][CH:21]=2)[S:18]1(=[O:26])=[O:27])([CH3:31])([CH3:30])[CH3:29]. The catalyst class is: 23. (7) Reactant: [CH2:1]([S:21][C:22]([CH3:29])([CH3:28])[C:23]([O:25]CC)=[O:24])[CH2:2][CH2:3][CH2:4]/[CH:5]=[CH:6]\[CH2:7]/[CH:8]=[CH:9]\[CH2:10]/[CH:11]=[CH:12]\[CH2:13]/[CH:14]=[CH:15]\[CH2:16]/[CH:17]=[CH:18]\[CH2:19][CH3:20].[Li+].[OH-].Cl. Product: [CH2:1]([S:21][C:22]([CH3:28])([CH3:29])[C:23]([OH:25])=[O:24])[CH2:2][CH2:3][CH2:4]/[CH:5]=[CH:6]\[CH2:7]/[CH:8]=[CH:9]\[CH2:10]/[CH:11]=[CH:12]\[CH2:13]/[CH:14]=[CH:15]\[CH2:16]/[CH:17]=[CH:18]\[CH2:19][CH3:20]. The catalyst class is: 40. (8) Reactant: Cl.[C:2]1([CH3:10])[CH:7]=[CH:6][C:5]([NH:8]N)=[CH:4][CH:3]=1.Br[CH2:12][C:13]([O:15][CH2:16][CH3:17])=[O:14].C(N(CC)CC)C.Cl.[CH3:26][N:27]1[CH2:32][CH2:31][C:30](=O)[CH2:29][CH2:28]1. Product: [CH3:26][N:27]1[CH2:32][CH2:31][C:30]2[N:8]([CH2:12][C:13]([O:15][CH2:16][CH3:17])=[O:14])[C:5]3[CH:4]=[CH:3][C:2]([CH3:10])=[CH:7][C:6]=3[C:29]=2[CH2:28]1. The catalyst class is: 8. (9) Reactant: [Cl:1][C:2]1[CH:25]=[C:24]([Cl:26])[CH:23]=[CH:22][C:3]=1[C:4]1[CH:5]=[CH:6][C:7]([CH2:20][CH3:21])=[C:8]([CH:10]2[C:16](=[O:17])[CH:15]3[CH2:18][CH:12]([CH2:13][CH2:14]3)[C:11]2=[O:19])[CH:9]=1.C(N(CC)CC)C.Cl[C:35]([O:37][CH3:38])=[O:36]. Product: [CH3:38][O:37][C:35](=[O:36])[O:17][C:16]1[CH:15]2[CH2:18][CH:12]([C:11](=[O:19])[C:10]=1[C:8]1[CH:9]=[C:4]([C:3]3[CH:22]=[CH:23][C:24]([Cl:26])=[CH:25][C:2]=3[Cl:1])[CH:5]=[CH:6][C:7]=1[CH2:20][CH3:21])[CH2:13][CH2:14]2. The catalyst class is: 4.